Task: Predict which catalyst facilitates the given reaction.. Dataset: Catalyst prediction with 721,799 reactions and 888 catalyst types from USPTO (1) Reactant: [CH:1]1[C:10]2[C:5](=[CH:6][CH:7]=[CH:8][CH:9]=2)[CH:4]=[CH:3][C:2]=1[O:11][CH2:12][CH2:13][O:14][C:15]1[CH:22]=[CH:21][C:18]([CH:19]=O)=[CH:17][CH:16]=1.[C:23]([O:30][CH3:31])(=[O:29])[CH2:24][C:25]([O:27][CH3:28])=[O:26].C([O-])(=O)C.[NH2+]1CCCCC1. Product: [CH:1]1[C:10]2[C:5](=[CH:6][CH:7]=[CH:8][CH:9]=2)[CH:4]=[CH:3][C:2]=1[O:11][CH2:12][CH2:13][O:14][C:15]1[CH:16]=[CH:17][C:18]([CH:19]=[C:24]([C:23]([O:30][CH3:31])=[O:29])[C:25]([O:27][CH3:28])=[O:26])=[CH:21][CH:22]=1. The catalyst class is: 11. (2) Reactant: [CH3:1][O:2][C:3]1[CH:4]=[C:5]2[C:10](=[CH:11][C:12]=1[O:13][CH3:14])[N:9]=[CH:8][CH:7]=[C:6]2[O:15][C:16]1[CH:22]=[CH:21][C:19]([NH2:20])=[C:18]([C:23]([F:26])([F:25])[F:24])[CH:17]=1.C(N(CC)CC)C.ClC(Cl)(O[C:38](=[O:44])OC(Cl)(Cl)Cl)Cl.[Br:46][C:47]1[CH:48]=[C:49]([C@H:53]([NH2:55])[CH3:54])[CH:50]=[CH:51][CH:52]=1. Product: [Br:46][C:47]1[CH:48]=[C:49]([C@H:53]([NH:55][C:38]([NH:20][C:19]2[CH:21]=[CH:22][C:16]([O:15][C:6]3[C:5]4[C:10](=[CH:11][C:12]([O:13][CH3:14])=[C:3]([O:2][CH3:1])[CH:4]=4)[N:9]=[CH:8][CH:7]=3)=[CH:17][C:18]=2[C:23]([F:25])([F:26])[F:24])=[O:44])[CH3:54])[CH:50]=[CH:51][CH:52]=1. The catalyst class is: 22. (3) Reactant: Br[C:2]1[CH:11]=[CH:10][C:5]2[O:6][CH2:7][CH2:8][O:9][C:4]=2[CH:3]=1.C([Li])CCC.[CH3:17][O:18][C:19]1[CH:20]=[C:21]([CH:24]=[C:25]([O:27][CH3:28])[CH:26]=1)[CH:22]=[O:23].CC(O)C. Product: [O:6]1[C:5]2[CH:10]=[CH:11][C:2]([CH:22]([C:21]3[CH:24]=[C:25]([O:27][CH3:28])[CH:26]=[C:19]([O:18][CH3:17])[CH:20]=3)[OH:23])=[CH:3][C:4]=2[O:9][CH2:8][CH2:7]1. The catalyst class is: 20. (4) Reactant: N1C=CC=CC=1.[Cl:7][C:8]1[CH:13]=[CH:12][C:11]([C@H:14]2[N:21]3C(SC(C(O)=O)=C3C(C)C)=[N:16][C@:15]2([C:29]2[CH:34]=[CH:33][C:32]([Cl:35])=[CH:31][CH:30]=2)[CH3:28])=[CH:10][CH:9]=1. Product: [Cl:7][C:8]1[CH:13]=[CH:12][C:11]([C@@H:14]([NH2:21])[C@:15]([C:29]2[CH:30]=[CH:31][C:32]([Cl:35])=[CH:33][CH:34]=2)([NH2:16])[CH3:28])=[CH:10][CH:9]=1. The catalyst class is: 6.